This data is from NCI-60 drug combinations with 297,098 pairs across 59 cell lines. The task is: Regression. Given two drug SMILES strings and cell line genomic features, predict the synergy score measuring deviation from expected non-interaction effect. (1) Drug 1: C1=CC(=C2C(=C1NCCNCCO)C(=O)C3=C(C=CC(=C3C2=O)O)O)NCCNCCO. Drug 2: CS(=O)(=O)OCCCCOS(=O)(=O)C. Cell line: SK-MEL-2. Synergy scores: CSS=41.0, Synergy_ZIP=-0.965, Synergy_Bliss=-0.0911, Synergy_Loewe=-43.2, Synergy_HSA=-2.51. (2) Drug 1: C1CCN(CC1)CCOC2=CC=C(C=C2)C(=O)C3=C(SC4=C3C=CC(=C4)O)C5=CC=C(C=C5)O. Drug 2: C1CC(=O)NC(=O)C1N2C(=O)C3=CC=CC=C3C2=O. Cell line: UACC-257. Synergy scores: CSS=6.00, Synergy_ZIP=-1.68, Synergy_Bliss=0.838, Synergy_Loewe=0.834, Synergy_HSA=1.07. (3) Drug 1: C1=C(C(=O)NC(=O)N1)F. Drug 2: CCN(CC)CCNC(=O)C1=C(NC(=C1C)C=C2C3=C(C=CC(=C3)F)NC2=O)C. Cell line: OVCAR-5. Synergy scores: CSS=30.6, Synergy_ZIP=1.47, Synergy_Bliss=-1.14, Synergy_Loewe=-4.33, Synergy_HSA=-3.76. (4) Drug 1: CCCCCOC(=O)NC1=NC(=O)N(C=C1F)C2C(C(C(O2)C)O)O. Drug 2: C1CN(CCN1C(=O)CCBr)C(=O)CCBr. Cell line: TK-10. Synergy scores: CSS=6.08, Synergy_ZIP=-0.524, Synergy_Bliss=1.55, Synergy_Loewe=-4.83, Synergy_HSA=-2.01. (5) Drug 2: CC1CCC2CC(C(=CC=CC=CC(CC(C(=O)C(C(C(=CC(C(=O)CC(OC(=O)C3CCCCN3C(=O)C(=O)C1(O2)O)C(C)CC4CCC(C(C4)OC)OCCO)C)C)O)OC)C)C)C)OC. Synergy scores: CSS=43.7, Synergy_ZIP=-2.12, Synergy_Bliss=0.327, Synergy_Loewe=0.555, Synergy_HSA=2.63. Cell line: HCT116. Drug 1: C1=CC(=CC=C1CCCC(=O)O)N(CCCl)CCCl. (6) Drug 1: C1C(C(OC1N2C=C(C(=O)NC2=O)F)CO)O. Drug 2: C1=NC2=C(N1)C(=S)N=CN2. Cell line: SN12C. Synergy scores: CSS=31.4, Synergy_ZIP=-4.01, Synergy_Bliss=4.20, Synergy_Loewe=1.88, Synergy_HSA=2.34.